This data is from Forward reaction prediction with 1.9M reactions from USPTO patents (1976-2016). The task is: Predict the product of the given reaction. (1) Given the reactants [CH3:1][N:2]([CH:23]([CH3:25])[CH3:24])[C:3]1[C:4]([C:17]2[CH:18]=[N:19][N:20]([CH3:22])[CH:21]=2)=[N:5][C:6]2[C:11]([N:12]=1)=[CH:10][C:9]([C:13]([O:15]C)=[O:14])=[CH:8][CH:7]=2.[OH-].[Na+].O, predict the reaction product. The product is: [CH3:1][N:2]([CH:23]([CH3:25])[CH3:24])[C:3]1[C:4]([C:17]2[CH:18]=[N:19][N:20]([CH3:22])[CH:21]=2)=[N:5][C:6]2[C:11]([N:12]=1)=[CH:10][C:9]([C:13]([OH:15])=[O:14])=[CH:8][CH:7]=2. (2) Given the reactants [H-].[Na+].[CH2:3]1[O:20][CH2:19][CH2:18]O[CH2:18][CH2:19][O:20][CH2:3][CH2:3][O:20][CH2:19][CH2:18]O[CH2:18][CH2:19][O:20][CH2:3]1.[CH:21]([C:23]1[CH:28]=[CH:27][C:26]([B:29]2[O:37][C:34]([CH3:36])([CH3:35])[C:31]([CH3:33])([CH3:32])[O:30]2)=[CH:25][CH:24]=1)=O.[C:38]1(/[CH:44]=[CH:44]/[C:38]2[CH:43]=CC=[CH:40][CH:39]=2)[CH:43]=CC=[CH:40][CH:39]=1.C1C[O:55][CH2:54]C1, predict the reaction product. The product is: [CH3:54][O:55][C:40]1[CH:39]=[C:38]([CH:43]=[C:19]([O:20][CH3:3])[CH:18]=1)/[CH:44]=[CH:21]/[C:23]1[CH:28]=[CH:27][C:26]([B:29]2[O:37][C:34]([CH3:36])([CH3:35])[C:31]([CH3:33])([CH3:32])[O:30]2)=[CH:25][CH:24]=1. (3) Given the reactants [CH2:1]([O:8][C:9]1[CH:14]=[CH:13][C:12]([CH2:15][C@@H:16]([OH:27])[C:17]([O:19][CH2:20][C:21]2[CH:26]=[CH:25][CH:24]=[CH:23][CH:22]=2)=[O:18])=[CH:11][CH:10]=1)[C:2]1[CH:7]=[CH:6][CH:5]=[CH:4][CH:3]=1.FC(F)(F)S(OS(C(F)(F)F)(=O)=O)(=O)=O.N1C(C)=CC=CC=1C.O[N:52]1[C:56](=[O:57])[C:55]2=[CH:58][CH:59]=[CH:60][CH:61]=[C:54]2[C:53]1=[O:62].C(N(CC)CC)C, predict the reaction product. The product is: [CH2:1]([O:8][C:9]1[CH:14]=[CH:13][C:12]([CH2:15][C@H:16]([O:27][N:52]2[C:56](=[O:57])[C:55]3[C:54](=[CH:61][CH:60]=[CH:59][CH:58]=3)[C:53]2=[O:62])[C:17]([O:19][CH2:20][C:21]2[CH:22]=[CH:23][CH:24]=[CH:25][CH:26]=2)=[O:18])=[CH:11][CH:10]=1)[C:2]1[CH:7]=[CH:6][CH:5]=[CH:4][CH:3]=1.